From a dataset of Forward reaction prediction with 1.9M reactions from USPTO patents (1976-2016). Predict the product of the given reaction. (1) Given the reactants [Cl:1][C:2]1[C:7]([C:8]([NH2:10])=[O:9])=[C:6]([OH:11])[C:5]([NH:12][C:13]2[C:16](=[O:17])[C:15](=[O:18])[C:14]=2Cl)=[CH:4][CH:3]=1.[F:20][C:21]1[CH:27]=[CH:26][CH:25]=[CH:24][C:22]=1[NH2:23], predict the reaction product. The product is: [Cl:1][C:2]1[C:7]([C:8]([NH2:10])=[O:9])=[C:6]([OH:11])[C:5]([NH:12][C:13]2[C:16](=[O:17])[C:15](=[O:18])[C:14]=2[NH:23][C:22]2[CH:24]=[CH:25][CH:26]=[CH:27][C:21]=2[F:20])=[CH:4][CH:3]=1. (2) Given the reactants [Br:1][C:2]1[CH:10]=[CH:9][C:5]([C:6]([OH:8])=[O:7])=[C:4](F)[CH:3]=1.[CH2:12]([Mg]Br)[CH3:13], predict the reaction product. The product is: [Br:1][C:2]1[CH:10]=[CH:9][C:5]([C:6]([OH:8])=[O:7])=[C:4]([CH2:12][CH3:13])[CH:3]=1. (3) Given the reactants [CH2:1]([O:4][C:5]1[CH:12]=[CH:11][C:8]([CH:9]=O)=[CH:7][C:6]=1[Br:13])[CH:2]=[CH2:3].[N:14]([CH2:17][C:18]([O:20][CH2:21][CH3:22])=[O:19])=[N+:15]=[N-:16].CC[O-].[Na+].O, predict the reaction product. The product is: [CH2:1]([O:4][C:5]1[CH:12]=[CH:11][C:8]([CH:9]=[C:17]([N:14]=[N+:15]=[N-:16])[C:18]([O:20][CH2:21][CH3:22])=[O:19])=[CH:7][C:6]=1[Br:13])[CH:2]=[CH2:3]. (4) Given the reactants [CH3:1][O:2][C:3]([C:5]1[S:9][C:8]2[CH2:10][S:11][CH2:12][C:7]=2[CH:6]=1)=[O:4].C1C=C(Cl)C=C(C(OO)=O)C=1, predict the reaction product. The product is: [S:9]1[C:5]([C:3]([O:2][CH3:1])=[O:4])=[CH:6][C:7]2=[CH:12][S:11][CH:10]=[C:8]12. (5) Given the reactants C(O[C:4](=[O:24])[CH2:5][O:6][Si:7]([C:20]([CH3:23])([CH3:22])[CH3:21])([C:14]1[CH:19]=[CH:18][CH:17]=[CH:16][CH:15]=1)[C:8]1[CH:13]=[CH:12][CH:11]=[CH:10][CH:9]=1)C.[CH3:25][CH2:26]CCCC.CC(C[AlH]CC(C)C)C.C1(C)C=CC=CC=1, predict the reaction product. The product is: [CH2:25]([CH:5]([O:6][Si:7]([C:20]([CH3:21])([CH3:23])[CH3:22])([C:14]1[CH:15]=[CH:16][CH:17]=[CH:18][CH:19]=1)[C:8]1[CH:13]=[CH:12][CH:11]=[CH:10][CH:9]=1)[CH:4]=[O:24])[CH3:26]. (6) Given the reactants S1[CH2:6][CH2:5][CH:4]([C:7]#[N:8])[CH2:3][CH2:2]1.ClC1C=CC=C(C(OO)=O)C=1.[S:20]([O-:23])([O-])=[O:21].[Na+].[Na+], predict the reaction product. The product is: [S:20]1(=[O:23])(=[O:21])[CH2:6][CH2:5][CH:4]([C:7]#[N:8])[CH2:3][CH2:2]1. (7) The product is: [Cl:1][C:2]1[C:12]([C:13]#[N:20])=[CH:11][CH:10]=[C:9]([Si:15]([CH3:18])([CH3:17])[CH3:16])[C:3]=1[C:4]([NH:6][CH2:7][CH3:8])=[O:5]. Given the reactants [Cl:1][C:2]1[C:12]([CH:13]=O)=[CH:11][CH:10]=[C:9]([Si:15]([CH3:18])([CH3:17])[CH3:16])[C:3]=1[C:4]([NH:6][CH2:7][CH3:8])=[O:5].Cl.[NH2:20]O.C(OC(=O)C)(=O)C, predict the reaction product. (8) Given the reactants O=[C:2]([CH3:17])[CH:3]([C:8]1[C:13]([F:14])=[CH:12][C:11]([F:15])=[CH:10][C:9]=1[F:16])[C:4]([O:6]C)=O.[NH2:18][C:19]1[CH:23]=[CH:22][NH:21][N:20]=1.C(N(CCCC)CCCC)CCC, predict the reaction product. The product is: [CH3:17][C:2]1[C:3]([C:8]2[C:13]([F:14])=[CH:12][C:11]([F:15])=[CH:10][C:9]=2[F:16])=[C:4]([OH:6])[N:20]2[N:21]=[CH:22][CH:23]=[C:19]2[N:18]=1. (9) Given the reactants [Cl:1][C:2]1[CH:7]=[CH:6][C:5]([C@:8]2([O:26][C@H:25]([CH2:27][O:28][C:29](=[O:31])[CH3:30])[C@@H:20]([O:21][C:22](=[O:24])[CH3:23])[C@H:15]([O:16][C:17](=[O:19])[CH3:18])[C@H:10]2[O:11][C:12](=[O:14])[CH3:13])[OH:9])=[CH:4][C:3]=1[CH2:32][C:33]1[CH:38]=[CH:37][C:36](OS(C(F)(F)F)(=O)=O)=[CH:35][CH:34]=1.[C:47]([C:49]1[CH:53]=[CH:52][S:51][CH:50]=1)#[CH:48], predict the reaction product. The product is: [Cl:1][C:2]1[CH:7]=[CH:6][C:5]([C@:8]2([O:26][C@H:25]([CH2:27][O:28][C:29](=[O:31])[CH3:30])[C@@H:20]([O:21][C:22](=[O:24])[CH3:23])[C@H:15]([O:16][C:17](=[O:19])[CH3:18])[C@H:10]2[O:11][C:12](=[O:14])[CH3:13])[OH:9])=[CH:4][C:3]=1[CH2:32][C:33]1[CH:38]=[CH:37][C:36]([C:48]#[C:47][C:49]2[CH:53]=[CH:52][S:51][CH:50]=2)=[CH:35][CH:34]=1. (10) The product is: [ClH:29].[NH2:26][C:24]1[C:25]2[C:16]([O:15][CH2:14][C@H:10]3[CH2:11][CH2:12][CH2:13][NH:8][CH2:9]3)=[CH:17][CH:18]=[CH:19][C:20]=2[NH:21][S:22](=[O:27])(=[O:28])[N:23]=1. Given the reactants C(OC([N:8]1[CH2:13][CH2:12][CH2:11][C@H:10]([CH2:14][O:15][C:16]2[C:25]3[C:24]([NH2:26])=[N:23][S:22](=[O:28])(=[O:27])[NH:21][C:20]=3[CH:19]=[CH:18][CH:17]=2)[CH2:9]1)=O)(C)(C)C.[ClH:29].CO, predict the reaction product.